This data is from Peptide-MHC class I binding affinity with 185,985 pairs from IEDB/IMGT. The task is: Regression. Given a peptide amino acid sequence and an MHC pseudo amino acid sequence, predict their binding affinity value. This is MHC class I binding data. The peptide sequence is YRRWIQLGL. The MHC is HLA-A02:01 with pseudo-sequence HLA-A02:01. The binding affinity (normalized) is 0.112.